From a dataset of Forward reaction prediction with 1.9M reactions from USPTO patents (1976-2016). Predict the product of the given reaction. (1) Given the reactants [C:1]1([CH2:7][O:8][C:9]2[CH:14]=[CH:13][CH:12]=[CH:11][C:10]=2[C:15]2[CH:20]=[CH:19][CH:18]=[CH:17][C:16]=2B(O)O)[CH:6]=[CH:5][CH:4]=[CH:3][CH:2]=1.Br[C:25]1[CH:26]=[C:27]([CH:31]=[CH:32][C:33]=1[F:34])[C:28]([OH:30])=[O:29].C(=O)([O-])[O-].[K+].[K+].Cl, predict the reaction product. The product is: [F:34][C:33]1[C:32]([C:16]2[C:15]([C:10]3[CH:11]=[CH:12][CH:13]=[CH:14][C:9]=3[O:8][CH2:7][C:1]3[CH:6]=[CH:5][CH:4]=[CH:3][CH:2]=3)=[CH:20][CH:19]=[CH:18][CH:17]=2)=[CH:31][C:27]([C:28]([OH:30])=[O:29])=[CH:26][CH:25]=1. (2) Given the reactants FC(F)(F)S(O[C:7]1[CH2:14][CH:13]2[CH2:15][CH:9]([CH2:10][N:11]([C:16]([O:18][C:19]([CH3:22])([CH3:21])[CH3:20])=[O:17])[CH2:12]2)[CH:8]=1)(=O)=O.[F:25][C:26]1[CH:27]=[C:28](B(O)O)[CH:29]=[CH:30][CH:31]=1.[Cl-].[Li+].C([O-])([O-])=O.[Na+].[Na+], predict the reaction product. The product is: [F:25][C:26]1[CH:31]=[C:30]([C:7]2[CH2:14][CH:13]3[CH2:15][CH:9]([CH2:10][N:11]([C:16]([O:18][C:19]([CH3:20])([CH3:21])[CH3:22])=[O:17])[CH2:12]3)[CH:8]=2)[CH:29]=[CH:28][CH:27]=1. (3) Given the reactants FC(F)(F)S(O[C:7]1[CH:8]=[C:9]2[C:14](=[CH:15][C:16]=1[F:17])[C:13]([C:18]1[C:23]([O:24][CH3:25])=[CH:22][C:21]([C:26]3[CH:31]=[CH:30][CH:29]=[C:28]([F:32])[CH:27]=3)=[C:20]([Cl:33])[CH:19]=1)=[N:12][CH:11]=[CH:10]2)(=O)=O.CCN(C(C)C)C(C)C.[CH2:45]([SH:52])[C:46]1[CH:51]=[CH:50][CH:49]=[CH:48][CH:47]=1, predict the reaction product. The product is: [CH2:45]([S:52][C:7]1[CH:8]=[C:9]2[C:14](=[CH:15][C:16]=1[F:17])[C:13]([C:18]1[C:23]([O:24][CH3:25])=[CH:22][C:21]([C:26]3[CH:31]=[CH:30][CH:29]=[C:28]([F:32])[CH:27]=3)=[C:20]([Cl:33])[CH:19]=1)=[N:12][CH:11]=[CH:10]2)[C:46]1[CH:51]=[CH:50][CH:49]=[CH:48][CH:47]=1. (4) Given the reactants [C:1]([O:5][C:6](=[O:33])[NH:7][CH2:8][CH2:9][CH2:10][N:11]([C:25]1[CH:30]=[CH:29][C:28]([Cl:31])=[CH:27][C:26]=1Br)[C:12]([C:14]1[CH:15]=[N:16][N:17]([CH:19]2[CH2:24][CH2:23][CH2:22][CH2:21][O:20]2)[CH:18]=1)=[O:13])([CH3:4])([CH3:3])[CH3:2].CC([O-])=O.[K+], predict the reaction product. The product is: [C:1]([O:5][C:6](=[O:33])[NH:7][CH2:8][CH2:9][CH2:10][N:11]1[C:25]2[CH:30]=[CH:29][C:28]([Cl:31])=[CH:27][C:26]=2[C:18]2[N:17]([CH:19]3[CH2:24][CH2:23][CH2:22][CH2:21][O:20]3)[N:16]=[CH:15][C:14]=2[C:12]1=[O:13])([CH3:4])([CH3:3])[CH3:2].